Predict the product of the given reaction. From a dataset of Forward reaction prediction with 1.9M reactions from USPTO patents (1976-2016). Given the reactants C[O:2][C:3]([C:5]1[O:9][C:8]([CH2:10][N:11]2[CH2:16][CH2:15][N:14]([C:17]([O:19][C:20]([CH3:23])([CH3:22])[CH3:21])=[O:18])[CH2:13][CH2:12]2)=[CH:7][CH:6]=1)=[O:4].[OH-].[Na+:25], predict the reaction product. The product is: [C:20]([O:19][C:17]([N:14]1[CH2:15][CH2:16][N:11]([CH2:10][C:8]2[O:9][C:5]([C:3]([O-:4])=[O:2])=[CH:6][CH:7]=2)[CH2:12][CH2:13]1)=[O:18])([CH3:23])([CH3:21])[CH3:22].[Na+:25].